This data is from Peptide-MHC class I binding affinity with 185,985 pairs from IEDB/IMGT. The task is: Regression. Given a peptide amino acid sequence and an MHC pseudo amino acid sequence, predict their binding affinity value. This is MHC class I binding data. (1) The peptide sequence is ATQPVHWFL. The MHC is HLA-A26:01 with pseudo-sequence HLA-A26:01. The binding affinity (normalized) is 0.0847. (2) The peptide sequence is GLDLQPCIDL. The MHC is HLA-A68:02 with pseudo-sequence HLA-A68:02. The binding affinity (normalized) is 0. (3) The peptide sequence is EVLKAMSLY. The MHC is HLA-A23:01 with pseudo-sequence HLA-A23:01. The binding affinity (normalized) is 0.0847. (4) The peptide sequence is ALYYVHSLLY. The binding affinity (normalized) is 0.287. The MHC is HLA-A68:01 with pseudo-sequence HLA-A68:01. (5) The peptide sequence is VTSLDVINY. The MHC is HLA-B54:01 with pseudo-sequence HLA-B54:01. The binding affinity (normalized) is 0.0428. (6) The peptide sequence is STYQPLPLY. The MHC is HLA-B07:02 with pseudo-sequence HLA-B07:02. The binding affinity (normalized) is 0.0847.